From a dataset of Peptide-MHC class I binding affinity with 185,985 pairs from IEDB/IMGT. Regression. Given a peptide amino acid sequence and an MHC pseudo amino acid sequence, predict their binding affinity value. This is MHC class I binding data. The MHC is HLA-A02:03 with pseudo-sequence HLA-A02:03. The peptide sequence is DFISMYFPW. The binding affinity (normalized) is 0.0847.